Dataset: Forward reaction prediction with 1.9M reactions from USPTO patents (1976-2016). Task: Predict the product of the given reaction. Given the reactants C([N:3]([CH2:6][CH3:7])[CH2:4]C)C.ClC(OCC)=O.NC1C[C:22]2[C:17](=[CH:18][CH:19]=[CH:20][CH:21]=2)[CH2:16]1, predict the reaction product. The product is: [CH2:16]1[C:17]2[C:18](=[CH:19][CH:20]=[CH:21][CH:22]=2)[CH2:7][CH:6]1[NH:3][CH3:4].